This data is from Forward reaction prediction with 1.9M reactions from USPTO patents (1976-2016). The task is: Predict the product of the given reaction. (1) Given the reactants [C:1]([O:5][C:6](=[O:18])[NH:7][CH2:8][C:9]1[CH:14]=[CH:13][C:12]([F:15])=[C:11]([OH:16])[C:10]=1[F:17])([CH3:4])([CH3:3])[CH3:2].F[C:20]1[CH:25]=[CH:24][C:23]([N+:26]([O-:28])=[O:27])=[CH:22][CH:21]=1.C(=O)([O-])[O-].[K+].[K+], predict the reaction product. The product is: [C:1]([O:5][C:6](=[O:18])[NH:7][CH2:8][C:9]1[CH:14]=[CH:13][C:12]([F:15])=[C:11]([O:16][C:20]2[CH:25]=[CH:24][C:23]([N+:26]([O-:28])=[O:27])=[CH:22][CH:21]=2)[C:10]=1[F:17])([CH3:4])([CH3:2])[CH3:3]. (2) Given the reactants P(O[CH2:14][C@H:15]1O[C@@H](N2C3N=CN=C(N)C=3N=C2)[C@H](O)[C@@H:16]1O)(OP(OP(O)(O)=O)(O)=O)(=O)O.C1[N:37]([CH2:38][CH2:39][OH:40])CCN(CCS(O)(=O)=O)C1.CC(OOP([O-])([O-])=O)C[OH:50].[Na+].[Na+].CCCCCCCCCCCCOCCO.[CH2:75](S)[C@@H:76]([OH:81])[C@H:77](O)[CH2:78]S, predict the reaction product. The product is: [NH2:37][C@H:38]([C:39]([OH:40])=[O:50])[CH2:16][C:15]1[CH:78]=[CH:77][C:76]([OH:81])=[CH:75][CH:14]=1. (3) Given the reactants C([O:8][N:9]1[C:14]2[N:15]=[CH:16][N:17]=[C:18]([CH3:19])[C:13]=2[C:12]([NH:20][CH2:21][CH:22]2[CH2:27][CH2:26][CH2:25][CH2:24][CH2:23]2)=[CH:11][C:10]1=[O:28])C1C=CC=CC=1.CO.[H][H], predict the reaction product. The product is: [CH:22]1([CH2:21][NH:20][C:12]2[C:13]3[C:18]([CH3:19])=[N:17][CH:16]=[N:15][C:14]=3[N:9]([OH:8])[C:10](=[O:28])[CH:11]=2)[CH2:23][CH2:24][CH2:25][CH2:26][CH2:27]1. (4) Given the reactants [C:1]1([N:7]2[C:11]([SH:12])=[N:10][N:9]=[N:8]2)[CH:6]=[CH:5][CH:4]=[CH:3][CH:2]=1.C1C(=O)N(Cl)C(=O)C1.[C:21]1([Zn]Br)[CH:26]=[CH:25][CH:24]=[CH:23][CH:22]=1, predict the reaction product. The product is: [C:1]1([N:7]2[C:11]([S:12][C:21]3[CH:26]=[CH:25][CH:24]=[CH:23][CH:22]=3)=[N:10][N:9]=[N:8]2)[CH:2]=[CH:3][CH:4]=[CH:5][CH:6]=1. (5) Given the reactants [Cl:1][C:2]1[C:7]([O:8][CH3:9])=[CH:6][C:5]([C:10](=[O:19])[CH2:11][CH2:12][CH:13]2[CH2:18][CH2:17][CH2:16][CH2:15][CH2:14]2)=[C:4]([O:20][CH3:21])[CH:3]=1.C(O[CH:27](N(C)C)[N:28]([CH3:30])[CH3:29])(C)(C)C, predict the reaction product. The product is: [Cl:1][C:2]1[C:7]([O:8][CH3:9])=[CH:6][C:5]([C:10](=[O:19])[C:11]([CH2:12][CH:13]2[CH2:14][CH2:15][CH2:16][CH2:17][CH2:18]2)=[CH:27][N:28]([CH3:30])[CH3:29])=[C:4]([O:20][CH3:21])[CH:3]=1. (6) Given the reactants [CH3:1][C:2]1[CH:7]=[CH:6][C:5]([C:8]2[N:9]=[C:10]3[CH:15]=[CH:14][C:13]([CH3:16])=[CH:12][N:11]3[C:17]=2[CH2:18][C:19](O)=[O:20])=[CH:4][CH:3]=1.S(Cl)(Cl)=O.Cl.[CH3:27][NH:28][CH3:29].C(N(CC)CC)C.[C:37]([OH:46])(=[O:45])[CH:38]([CH:40]([C:42]([OH:44])=[O:43])[OH:41])[OH:39], predict the reaction product. The product is: [CH3:1][C:2]1[CH:3]=[CH:4][C:5]([C:8]2[N:9]=[C:10]3[N:11]([CH:12]=[C:13]([CH3:16])[CH:14]=[CH:15]3)[C:17]=2[CH2:18][C:19]([N:28]([CH3:29])[CH3:27])=[O:20])=[CH:6][CH:7]=1.[CH:38]([OH:39])([C:37]([OH:46])=[O:45])[CH:40]([OH:41])[C:42]([OH:44])=[O:43]. (7) The product is: [Cl:35][C:31]1[CH:32]=[CH:33][CH:34]=[C:2]([Cl:1])[C:3]=1[C:4](=[N:6][CH:7]([CH2:12][C:13]1[CH:14]=[C:15]2[C:20](=[CH:21][CH:22]=1)[N:19]=[C:18]([C:23]1[C:24]([Cl:30])=[CH:25][CH:26]=[CH:27][C:28]=1[Cl:29])[CH:17]=[CH:16]2)[C:8]([OH:10])=[O:9])[O:5][CH2:37][CH3:38]. Given the reactants [Cl:1][C:2]1[CH:34]=[CH:33][CH:32]=[C:31]([Cl:35])[C:3]=1[C:4]([NH:6][CH:7]([CH2:12][C:13]1[CH:14]=[C:15]2[C:20](=[CH:21][CH:22]=1)[N:19]=[C:18]([C:23]1[C:28]([Cl:29])=[CH:27][CH:26]=[CH:25][C:24]=1[Cl:30])[CH:17]=[CH:16]2)[C:8]([O:10]C)=[O:9])=[O:5].Cl[C:37]1C=CC=C(Cl)[C:38]=1C1C=CC2C(=CC=C(CC(NC([C@@H]3CCCCN3S(C3C=CC(C)=CC=3)(=O)=O)=O)C(OC)=O)C=2)N=1.ClC1C=CC=C(Cl)C=1C1C=CC2C(=CC=C(CC(NC([C@@H]3CCCCN3S(C3C=CC(C)=CC=3)(=O)=O)=O)C(O)=O)C=2)N=1, predict the reaction product. (8) Given the reactants [NH2:1][C:2]1[C:3](=[O:9])[N:4]([CH3:8])[N:5]=[CH:6][CH:7]=1.[F:10][C:11]1[CH:12]=[CH:13][C:14]([CH3:24])=[C:15]([CH:23]=1)[O:16][CH:17]1[CH2:22][CH2:21][NH:20][CH2:19][CH2:18]1.Cl.FC(F)(F)C1C=CC=C[C:29]=1[O:30]C1CCNCC1, predict the reaction product. The product is: [CH3:8][N:4]1[C:3](=[O:9])[C:2]([NH:1][C:29]([N:20]2[CH2:21][CH2:22][CH:17]([O:16][C:15]3[CH:23]=[C:11]([F:10])[CH:12]=[CH:13][C:14]=3[CH3:24])[CH2:18][CH2:19]2)=[O:30])=[CH:7][CH:6]=[N:5]1. (9) The product is: [NH2:1][C:2]1[N:7]=[N:6][C:5]([CH2:8][CH2:9][CH2:10][CH2:11][N:12]2[CH:16]=[C:15]([C:17]([NH:25][CH3:24])=[O:19])[N:14]=[N:13]2)=[CH:4][CH:3]=1. Given the reactants [NH2:1][C:2]1[N:7]=[N:6][C:5]([CH2:8][CH2:9][CH2:10][CH2:11][N:12]2[CH:16]=[C:15]([C:17]([OH:19])=O)[N:14]=[N:13]2)=[CH:4][CH:3]=1.Cl.CN.C[CH2:24][N:25](C(C)C)C(C)C.CN(C(ON1N=NC2C=CC=NC1=2)=[N+](C)C)C.F[P-](F)(F)(F)(F)F, predict the reaction product. (10) Given the reactants [CH2:1]([O:3][C:4](=[O:36])[CH:5]=[CH:6][C:7]1[CH:12]=[CH:11][C:10]([CH2:13][NH:14][C:15](=[O:35])[C:16]2[CH:21]=[CH:20][C:19]([N:22]3[CH2:27]CN(CC4C=NC=CC=4)CC3)=[CH:18][CH:17]=2)=[CH:9][CH:8]=1)[CH3:2].N1C2C(=CC=CC=2)C=[C:39](C(O)=O)[CH:38]=1, predict the reaction product. The product is: [CH2:1]([O:3][C:4](=[O:36])[CH:5]=[CH:6][C:7]1[CH:8]=[CH:9][C:10]([CH2:13][NH:14][C:15]([C:16]2[CH:27]=[N:22][C:19]3[C:20]([CH:21]=2)=[CH:39][CH:38]=[CH:17][CH:18]=3)=[O:35])=[CH:11][CH:12]=1)[CH3:2].